Dataset: Cav3 T-type calcium channel HTS with 100,875 compounds. Task: Binary Classification. Given a drug SMILES string, predict its activity (active/inactive) in a high-throughput screening assay against a specified biological target. The molecule is O(C(=O)C1CCCN(C1)C(=O)c1c(O)cc(cc1)C)CC. The result is 0 (inactive).